The task is: Regression. Given a peptide amino acid sequence and an MHC pseudo amino acid sequence, predict their binding affinity value. This is MHC class I binding data.. This data is from Peptide-MHC class I binding affinity with 185,985 pairs from IEDB/IMGT. (1) The peptide sequence is KRQHELLRL. The MHC is Mamu-B08 with pseudo-sequence Mamu-B08. The binding affinity (normalized) is 0.607. (2) The peptide sequence is ILNHKFCNL. The MHC is HLA-B40:01 with pseudo-sequence HLA-B40:01. The binding affinity (normalized) is 0.0847. (3) The peptide sequence is KQQQIHALF. The MHC is HLA-A02:03 with pseudo-sequence HLA-A02:03. The binding affinity (normalized) is 0. (4) The peptide sequence is CFMYSDFHFI. The MHC is HLA-A30:02 with pseudo-sequence HLA-A30:02. The binding affinity (normalized) is 0.197. (5) The peptide sequence is SAFGGGNAF. The MHC is HLA-C03:03 with pseudo-sequence HLA-C03:03. The binding affinity (normalized) is 1.00. (6) The peptide sequence is LPPNLAAST. The MHC is HLA-B07:02 with pseudo-sequence HLA-B07:02. The binding affinity (normalized) is 0.188.